From a dataset of Reaction yield outcomes from USPTO patents with 853,638 reactions. Predict the reaction yield, written as a fraction of the theoretical maximum amount of product (1.0 means a 100% yield; for example, 0.34 means a 34% yield). (1) The reactants are O.[PH2:2]([O-:4])=[O:3].[Na+].S(=O)(=O)(O)O.[CH3:11][C:12]([CH2:14][C:15]([CH3:18])([CH3:17])[CH3:16])=[CH2:13].CC(N=NC(C#N)(C)C)(C#N)C. The catalyst is CC(N=NC(C#N)(C)C)(C#N)C.C(O)C. The product is [CH3:11][CH:12]([CH2:14][C:15]([CH3:18])([CH3:17])[CH3:16])[CH2:13][PH:2](=[O:4])[OH:3]. The yield is 0.880. (2) The catalyst is C(Cl)(Cl)Cl.C(OOC(=O)C1C=CC=CC=1)(=O)C1C=CC=CC=1. The yield is 0.860. The product is [Br:20][C:13]1[S:12][C:11]([C:8]2[CH:7]=[CH:6][C:5]([C:1]([CH3:4])([CH3:2])[CH3:3])=[CH:10][CH:9]=2)=[C:15]([OH:16])[C:14]=1[C:17]([CH3:19])=[O:18]. The reactants are [C:1]([C:5]1[CH:10]=[CH:9][C:8]([C:11]2[S:12][CH:13]=[C:14]([C:17]([CH3:19])=[O:18])[C:15]=2[OH:16])=[CH:7][CH:6]=1)([CH3:4])([CH3:3])[CH3:2].[Br:20]N1C(=O)CCC1=O.O. (3) The reactants are [CH:1]([C:3]1[C:11]2[O:10][C:9](C(O)=O)=[CH:8][C:7]=2[C:6]([O:15][CH3:16])=[CH:5][CH:4]=1)=[O:2].O.Cl. The catalyst is N1C2C(=CC=CC=2)C=CC=1. The product is [CH3:16][O:15][C:6]1[C:7]2[CH:8]=[CH:9][O:10][C:11]=2[C:3]([CH:1]=[O:2])=[CH:4][CH:5]=1. The yield is 0.460.